From a dataset of NCI-60 drug combinations with 297,098 pairs across 59 cell lines. Regression. Given two drug SMILES strings and cell line genomic features, predict the synergy score measuring deviation from expected non-interaction effect. (1) Drug 1: C#CCC(CC1=CN=C2C(=N1)C(=NC(=N2)N)N)C3=CC=C(C=C3)C(=O)NC(CCC(=O)O)C(=O)O. Drug 2: CC(C)NC(=O)C1=CC=C(C=C1)CNNC.Cl. Cell line: OVCAR-5. Synergy scores: CSS=-6.81, Synergy_ZIP=5.85, Synergy_Bliss=6.40, Synergy_Loewe=-2.28, Synergy_HSA=-1.24. (2) Drug 1: CNC(=O)C1=NC=CC(=C1)OC2=CC=C(C=C2)NC(=O)NC3=CC(=C(C=C3)Cl)C(F)(F)F. Drug 2: CC(C)CN1C=NC2=C1C3=CC=CC=C3N=C2N. Cell line: MOLT-4. Synergy scores: CSS=11.0, Synergy_ZIP=-4.49, Synergy_Bliss=-5.48, Synergy_Loewe=-1.17, Synergy_HSA=-5.46.